This data is from NCI-60 drug combinations with 297,098 pairs across 59 cell lines. The task is: Regression. Given two drug SMILES strings and cell line genomic features, predict the synergy score measuring deviation from expected non-interaction effect. (1) Drug 1: CS(=O)(=O)OCCCCOS(=O)(=O)C. Drug 2: C(CN)CNCCSP(=O)(O)O. Cell line: ACHN. Synergy scores: CSS=1.45, Synergy_ZIP=-0.418, Synergy_Bliss=1.98, Synergy_Loewe=-9.25, Synergy_HSA=-2.12. (2) Drug 1: CC(C1=C(C=CC(=C1Cl)F)Cl)OC2=C(N=CC(=C2)C3=CN(N=C3)C4CCNCC4)N. Drug 2: CC1=C(C(CCC1)(C)C)C=CC(=CC=CC(=CC(=O)O)C)C. Cell line: OVCAR-8. Synergy scores: CSS=-4.47, Synergy_ZIP=-0.499, Synergy_Bliss=-3.26, Synergy_Loewe=-3.27, Synergy_HSA=-3.67. (3) Synergy scores: CSS=65.6, Synergy_ZIP=-0.112, Synergy_Bliss=-0.239, Synergy_Loewe=-7.09, Synergy_HSA=5.24. Drug 1: CC1OCC2C(O1)C(C(C(O2)OC3C4COC(=O)C4C(C5=CC6=C(C=C35)OCO6)C7=CC(=C(C(=C7)OC)O)OC)O)O. Drug 2: C1CC(C1)(C(=O)O)C(=O)O.[NH2-].[NH2-].[Pt+2]. Cell line: U251.